Task: Predict the reactants needed to synthesize the given product.. Dataset: Full USPTO retrosynthesis dataset with 1.9M reactions from patents (1976-2016) (1) The reactants are: [OH:1][CH2:2][C:3]1[N:4]=[C:5]([C:8]2[O:12][C:11]([CH2:13][C:14]([CH3:17])([OH:16])[CH3:15])=[N:10][N:9]=2)[S:6][CH:7]=1.Br[C:19]1[CH:24]=[CH:23][C:22]([S:25]([NH:28][C@@H:29]([CH3:34])[C:30]([F:33])([F:32])[F:31])(=[O:27])=[O:26])=[C:21]([Cl:35])[C:20]=1[Cl:36].P(C1CCCCC1)(C1CCCCC1)C1CCCCC1.[H+].[B-](F)(F)(F)F.C(O)(C(C)(C)C)=O.C([O-])([O-])=O.[K+].[K+]. Given the product [Cl:35][C:21]1[C:20]([Cl:36])=[C:19]([C:7]2[S:6][C:5]([C:8]3[O:12][C:11]([CH2:13][C:14]([OH:16])([CH3:17])[CH3:15])=[N:10][N:9]=3)=[N:4][C:3]=2[CH2:2][OH:1])[CH:24]=[CH:23][C:22]=1[S:25]([NH:28][C@@H:29]([CH3:34])[C:30]([F:33])([F:31])[F:32])(=[O:27])=[O:26], predict the reactants needed to synthesize it. (2) Given the product [Cl:7][C:8]1[C:13]([N:14]=[C:16]=[S:17])=[CH:12][CH:11]=[C:10]([Cl:15])[N:9]=1, predict the reactants needed to synthesize it. The reactants are: C(=O)([O-])[O-].[Na+].[Na+].[Cl:7][C:8]1[C:13]([NH2:14])=[CH:12][CH:11]=[C:10]([Cl:15])[N:9]=1.[C:16](Cl)(Cl)=[S:17]. (3) Given the product [F:1][C:2]1[CH:3]=[C:4]([CH:5]=[CH:6][C:7]=1[F:8])[O:9][C:15]1[C:16]([C:19]#[N:20])=[N:17][CH:18]=[C:13]([S:24][C:25]2[CH:30]=[CH:29][CH:28]=[CH:27][N:26]=2)[CH:14]=1, predict the reactants needed to synthesize it. The reactants are: [F:1][C:2]1[CH:3]=[C:4]([OH:9])[CH:5]=[CH:6][C:7]=1[F:8].[H-].[Na+].Br[C:13]1[CH:14]=[C:15]([N+]([O-])=O)[C:16]([C:19]#[N:20])=[N:17][CH:18]=1.[SH:24][C:25]1[CH:30]=[CH:29][CH:28]=[CH:27][N:26]=1.[Cl-].[NH4+]. (4) Given the product [Cl:14][C:11]1[CH:10]=[C:9]2[C:8](=[CH:13][CH:12]=1)[NH:7][C:22](=[S:21])[NH:23][CH:15]2[CH3:16], predict the reactants needed to synthesize it. The reactants are: C(OC(=O)[NH:7][C:8]1[CH:13]=[CH:12][C:11]([Cl:14])=[CH:10][C:9]=1[CH:15](O)[CH3:16])(C)(C)C.O.Cl.[S-:21][C:22]#[N:23].[K+]. (5) Given the product [F:9][C:10]1[CH:15]=[CH:14][C:13]([CH:7]2[CH2:8][C:3](=[O:2])[CH:4]=[CH:5][N:6]2[C:19]([O:21][C:22]2[CH:27]=[CH:26][CH:25]=[CH:24][CH:23]=2)=[O:20])=[CH:12][CH:11]=1, predict the reactants needed to synthesize it. The reactants are: C[O:2][C:3]1[CH:8]=[CH:7][N:6]=[CH:5][CH:4]=1.[F:9][C:10]1[CH:15]=[CH:14][C:13]([Mg]Br)=[CH:12][CH:11]=1.Cl[C:19]([O:21][C:22]1[CH:27]=[CH:26][CH:25]=[CH:24][CH:23]=1)=[O:20]. (6) Given the product [NH3:4].[CH3:34][OH:35].[CH3:2][C:3]1([CH3:22])[CH2:11][C@H:10]([NH:12][C:13]2[C:18]([C:19]#[N:20])=[CH:17][N:16]=[C:15]([NH:23][C:24]3[CH:29]=[C:28]([N:30]4[C:34](=[O:35])[N:33]([CH3:36])[N:32]=[N:31]4)[C:27]([O:37][C:38]([CH3:41])([CH3:42])[CH2:39][OH:40])=[CH:26][C:25]=3[F:43])[N:14]=2)[CH2:9][C@H:8]2[N:4]1[CH2:5][CH2:6][CH2:7]2, predict the reactants needed to synthesize it. The reactants are: Cl.[CH3:2][C:3]1([CH3:22])[CH2:11][C@H:10]([NH:12][C:13]2[C:18]([C:19]#[N:20])=[CH:17][N:16]=[C:15](Cl)[N:14]=2)[CH2:9][C@H:8]2[N:4]1[CH2:5][CH2:6][CH2:7]2.[NH2:23][C:24]1[C:25]([F:43])=[CH:26][C:27]([O:37][C:38]([CH3:42])([CH3:41])[CH2:39][OH:40])=[C:28]([N:30]2[C:34](=[O:35])[N:33]([CH3:36])[N:32]=[N:31]2)[CH:29]=1.C1C=CC(P(C2C(C3C(P(C4C=CC=CC=4)C4C=CC=CC=4)=CC=C4C=3C=CC=C4)=C3C(C=CC=C3)=CC=2)C2C=CC=CC=2)=CC=1.C([O-])([O-])=O.[Cs+].[Cs+].